This data is from Catalyst prediction with 721,799 reactions and 888 catalyst types from USPTO. The task is: Predict which catalyst facilitates the given reaction. (1) Reactant: CN([C:4]1[CH:9]=[CH:8][CH:7]=[CH:6]N=1)C.[CH2:10]([O:17][C:18]([NH:20][C@H:21]([C:25]([OH:27])=[O:26])[CH:22]([CH3:24])[CH3:23])=[O:19])[C:11]1[CH:16]=[CH:15][CH:14]=[CH:13][CH:12]=1.[CH:28]1(N=C=N[CH:28]2[CH2:33]CC[CH2:30][CH2:29]2)[CH2:33]CC[CH2:30][CH2:29]1. Product: [CH2:10]([O:17][C:18]([NH:20][C@H:21]([C:25]([O:27][CH2:4][CH2:9][C:8]1[CH:33]=[CH:28][C:29]([CH3:30])=[CH:6][CH:7]=1)=[O:26])[CH:22]([CH3:24])[CH3:23])=[O:19])[C:11]1[CH:12]=[CH:13][CH:14]=[CH:15][CH:16]=1. The catalyst class is: 4. (2) Reactant: [F:1][C:2]1[CH:7]=[C:6](OS(C(F)(F)F)(=O)=O)[CH:5]=[C:4]([F:16])[C:3]=1[C:17]1[N:22]=[C:21]([C:23]([O:25][CH3:26])=[O:24])[CH:20]=[CH:19][C:18]=1[F:27].[S:28]1[CH2:33][CH:32]=[C:31](B(O)O)[CH2:30][CH2:29]1.C(Cl)Cl. Product: [S:28]1[CH2:29][CH:30]=[C:31]([C:6]2[CH:5]=[C:4]([F:16])[C:3]([C:17]3[N:22]=[C:21]([C:23]([O:25][CH3:26])=[O:24])[CH:20]=[CH:19][C:18]=3[F:27])=[C:2]([F:1])[CH:7]=2)[CH2:32][CH2:33]1. The catalyst class is: 438. (3) Reactant: [F:1][C:2]1[C:7]([NH2:8])=[C:6]([N+:9]([O-])=O)[CH:5]=[CH:4][C:3]=1[NH:12][CH2:13][C:14]1[CH:19]=[CH:18][C:17]([F:20])=[CH:16][CH:15]=1.[Cl-].[NH4+].CCN(C(C)C)C(C)C.Cl[C:33]([O:35][CH2:36][CH3:37])=[O:34]. Product: [NH2:8][C:7]1[C:2]([F:1])=[C:3]([NH:12][CH2:13][C:14]2[CH:19]=[CH:18][C:17]([F:20])=[CH:16][CH:15]=2)[CH:4]=[CH:5][C:6]=1[NH:9][C:33](=[O:34])[O:35][CH2:36][CH3:37]. The catalyst class is: 284. (4) Reactant: [NH2:1][C:2]1[CH:7]=[C:6]([O:8]C)[C:5]([O:10][CH3:11])=[CH:4][C:3]=1[C:12]([C:14]1[CH:19]=[CH:18][C:17]([CH:20]([CH3:22])[CH3:21])=[CH:16][CH:15]=1)=[O:13].C([S-])C.[Na+].CN(C=O)C.C(=O)(O)[O-]. Product: [NH2:1][C:2]1[CH:7]=[C:6]([OH:8])[C:5]([O:10][CH3:11])=[CH:4][C:3]=1[C:12]([C:14]1[CH:19]=[CH:18][C:17]([CH:20]([CH3:22])[CH3:21])=[CH:16][CH:15]=1)=[O:13]. The catalyst class is: 6. (5) Product: [CH3:7][S:8]([C:11]1[CH:12]=[C:13]([C:17]2[C:18]([C:31]#[N:32])=[CH:19][NH:20][CH:1]=2)[CH:14]=[CH:15][CH:16]=1)(=[O:9])=[O:10]. The catalyst class is: 1. Reactant: [CH3:1]C([O-])(C)C.[K+].[CH3:7][S:8]([C:11]1[CH:12]=[C:13]([CH:17]=[CH:18][C:19]#[N:20])[CH:14]=[CH:15][CH:16]=1)(=[O:10])=[O:9].CC1C=CC(S([CH2:31][N+:32]#[C-])(=O)=O)=CC=1. (6) Reactant: [NH2:1][C@@H:2]([C:26]1[CH:31]=[CH:30][CH:29]=[CH:28][CH:27]=1)[C:3]([N:5]([C:18]1[CH:23]=[CH:22][C:21]([CH3:24])=[C:20]([CH3:25])[CH:19]=1)[CH2:6][CH2:7][C:8]1[CH:9]=[N:10][C:11]([C:14]([F:17])([F:16])[F:15])=[CH:12][CH:13]=1)=[O:4].[N+:32]([CH:35]=[C:36]1[CH2:39][O:38][CH2:37]1)([O-])=O.CCN(CC)CC. Product: [NH2:32][CH2:35][C:36]1([NH:1][C@@H:2]([C:26]2[CH:27]=[CH:28][CH:29]=[CH:30][CH:31]=2)[C:3]([N:5]([C:18]2[CH:23]=[CH:22][C:21]([CH3:24])=[C:20]([CH3:25])[CH:19]=2)[CH2:6][CH2:7][C:8]2[CH:9]=[N:10][C:11]([C:14]([F:17])([F:15])[F:16])=[CH:12][CH:13]=2)=[O:4])[CH2:39][O:38][CH2:37]1. The catalyst class is: 2.